This data is from Forward reaction prediction with 1.9M reactions from USPTO patents (1976-2016). The task is: Predict the product of the given reaction. (1) Given the reactants [CH3:1][C:2]1[NH:3][CH:4]=[C:5]([C:7]#[C:8][C:9]2[CH:14]=[CH:13][N:12]=[C:11]([C:15]#[N:16])[CH:10]=2)[N:6]=1.[F:17][C:18]1[CH:23]=[CH:22][C:21](B(O)O)=[CH:20][CH:19]=1, predict the reaction product. The product is: [F:17][C:18]1[CH:23]=[CH:22][C:21]([N:3]2[CH:4]=[C:5]([C:7]#[C:8][C:9]3[CH:14]=[CH:13][N:12]=[C:11]([C:15]#[N:16])[CH:10]=3)[N:6]=[C:2]2[CH3:1])=[CH:20][CH:19]=1. (2) Given the reactants C(N(CC)CC)C.[CH3:8][N:9]([CH3:17])[CH:10]=[CH:11][C:12]([O:14][CH2:15][CH3:16])=[O:13].[F:18][C:19]1[CH:27]=[C:26]([F:28])[C:25]([F:29])=[CH:24][C:20]=1[C:21](Cl)=[O:22], predict the reaction product. The product is: [CH3:8][N:9]([CH3:17])[CH:10]=[C:11]([C:21](=[O:22])[C:20]1[CH:24]=[C:25]([F:29])[C:26]([F:28])=[CH:27][C:19]=1[F:18])[C:12]([O:14][CH2:15][CH3:16])=[O:13]. (3) The product is: [C:5]1([OH:1])([CH3:17])[CH2:8][CH2:9][CH:10]([CH:13]([CH3:15])[CH3:14])[CH:11]=[C:4]1[OH:3]. Given the reactants [O:1]1[CH2:5][CH2:4][O:3]C1.CC1C[CH:11]2[C:13]([CH3:15])([CH3:14])[CH:10]2[CH2:9][CH:8]=1.N1C=CC=C[CH:17]=1.[Na+].[Cl-], predict the reaction product. (4) Given the reactants [OH-].[Na+].C([O:5][C:6](=[O:17])[CH2:7][O:8][C:9]1[CH:14]=[CH:13][C:12]([C:15]#[N:16])=[CH:11][CH:10]=1)C.Cl, predict the reaction product. The product is: [C:15]([C:12]1[CH:13]=[CH:14][C:9]([O:8][CH2:7][C:6]([OH:17])=[O:5])=[CH:10][CH:11]=1)#[N:16].